This data is from Forward reaction prediction with 1.9M reactions from USPTO patents (1976-2016). The task is: Predict the product of the given reaction. (1) Given the reactants [C:1]([C:3]1[CH:8]=[CH:7][CH:6]=[CH:5][C:4]=1[NH:9][C:10]1[N:29]=[C:13]2[CH:14]=[N:15][C:16]([C:18]3[CH:19]=[C:20]([CH:26]=[CH:27][CH:28]=3)[C:21]([O:23]CC)=[O:22])=[CH:17][N:12]2[N:11]=1)#[N:2].[OH-].[Na+].Cl, predict the reaction product. The product is: [C:1]([C:3]1[CH:8]=[CH:7][CH:6]=[CH:5][C:4]=1[NH:9][C:10]1[N:29]=[C:13]2[CH:14]=[N:15][C:16]([C:18]3[CH:19]=[C:20]([CH:26]=[CH:27][CH:28]=3)[C:21]([OH:23])=[O:22])=[CH:17][N:12]2[N:11]=1)#[N:2]. (2) Given the reactants C(OC([N:8](C(OC(C)(C)C)=O)[C:9]1[CH:10]=[C:11]2[CH:17]=[C:16]([B:18]3[O:22][C:21]([CH3:24])([CH3:23])[C:20]([CH3:26])([CH3:25])[O:19]3)[N:15](C(OC(C)(C)C)=O)[C:12]2=[N:13][CH:14]=1)=O)(C)(C)C.Cl, predict the reaction product. The product is: [CH3:23][C:21]1([CH3:24])[C:20]([CH3:25])([CH3:26])[O:19][B:18]([C:16]2[NH:15][C:12]3=[N:13][CH:14]=[C:9]([NH2:8])[CH:10]=[C:11]3[CH:17]=2)[O:22]1. (3) The product is: [Br-:26].[CH3:1][CH:2]1[CH2:7][CH2:6][N:5]([CH:8]([C:20]2[CH:25]=[CH:24][CH:23]=[CH:22][CH:21]=2)[C:9]([O:11][C@@H:12]2[CH:17]3[CH2:18][CH2:19][N+:14]([CH2:27][C:28](=[O:29])[C:30]4[CH:35]=[CH:34][CH:33]=[CH:32][CH:31]=4)([CH2:15][CH2:16]3)[CH2:13]2)=[O:10])[CH2:4][CH2:3]1. Given the reactants [CH3:1][CH:2]1[CH2:7][CH2:6][N:5]([CH:8]([C:20]2[CH:25]=[CH:24][CH:23]=[CH:22][CH:21]=2)[C:9]([O:11][C@@H:12]2[CH:17]3[CH2:18][CH2:19][N:14]([CH2:15][CH2:16]3)[CH2:13]2)=[O:10])[CH2:4][CH2:3]1.[Br:26][CH2:27][C:28]([C:30]1[CH:35]=[CH:34][CH:33]=[CH:32][CH:31]=1)=[O:29], predict the reaction product.